From a dataset of Reaction yield outcomes from USPTO patents with 853,638 reactions. Predict the reaction yield, written as a fraction of the theoretical maximum amount of product (1.0 means a 100% yield; for example, 0.34 means a 34% yield). (1) The reactants are O[C:2]1[C:3]2[C:15]3[CH2:16][CH2:17][CH2:18][CH2:19][C:14]=3[S:13][C:4]=2[N:5]=[C:6]([CH2:8][O:9][C:10](=[O:12])[CH3:11])[N:7]=1.O=P(Cl)(Cl)[Cl:22]. No catalyst specified. The product is [Cl:22][C:2]1[C:3]2[C:15]3[CH2:16][CH2:17][CH2:18][CH2:19][C:14]=3[S:13][C:4]=2[N:5]=[C:6]([CH2:8][O:9][C:10](=[O:12])[CH3:11])[N:7]=1. The yield is 0.850. (2) The reactants are Br[C:2]1[CH:3]=[C:4]([NH:10][C:11]2[CH:16]=[CH:15][C:14]([O:17][CH:18]3[CH2:21][N:20]([CH3:22])[CH2:19]3)=[CH:13][N:12]=2)[C:5](=[O:9])[N:6]([CH3:8])[CH:7]=1.[C:23]([O:26][CH2:27][C:28]1[C:29]([N:37]2[CH2:48][CH2:47][N:46]3[C:39](=[CH:40][C:41]4[CH2:42][C:43]([CH3:50])([CH3:49])[CH2:44][C:45]=43)[C:38]2=[O:51])=[N:30][CH:31]=[CH:32][C:33]=1B(O)O)(=[O:25])[CH3:24].[O-]P([O-])([O-])=O.[K+].[K+].[K+].O.O.O.C([O-])(=O)C.[Na+]. The catalyst is C1C=CC(P(C2C=CC=CC=2)[C-]2C=CC=C2)=CC=1.C1C=CC(P(C2C=CC=CC=2)[C-]2C=CC=C2)=CC=1.Cl[Pd]Cl.[Fe+2].C(#N)C.O. The product is [C:23]([O:26][CH2:27][C:28]1[C:29]([N:37]2[CH2:48][CH2:47][N:46]3[C:39](=[CH:40][C:41]4[CH2:42][C:43]([CH3:50])([CH3:49])[CH2:44][C:45]=43)[C:38]2=[O:51])=[N:30][CH:31]=[CH:32][C:33]=1[C:2]1[CH:3]=[C:4]([NH:10][C:11]2[CH:16]=[CH:15][C:14]([O:17][CH:18]3[CH2:21][N:20]([CH3:22])[CH2:19]3)=[CH:13][N:12]=2)[C:5](=[O:9])[N:6]([CH3:8])[CH:7]=1)(=[O:25])[CH3:24]. The yield is 0.450. (3) The reactants are Cl[C:2]1[CH:7]=[C:6]([C:8]2[CH:13]=[CH:12][C:11]([S:14][C:15]3[CH:20]=[CH:19][CH:18]=[CH:17][C:16]=3[CH:21]([CH3:23])[CH3:22])=[C:10]([C:24]([F:27])([F:26])[F:25])[CH:9]=2)[N:5]=[CH:4][N:3]=1.[NH:28]1[CH2:33][CH2:32][O:31][CH2:30][CH2:29]1.C(=O)([O-])[O-].[K+].[K+]. The catalyst is CN(C=O)C. The product is [CH:21]([C:16]1[CH:17]=[CH:18][CH:19]=[CH:20][C:15]=1[S:14][C:11]1[CH:12]=[CH:13][C:8]([C:6]2[N:5]=[CH:4][N:3]=[C:2]([N:28]3[CH2:33][CH2:32][O:31][CH2:30][CH2:29]3)[CH:7]=2)=[CH:9][C:10]=1[C:24]([F:27])([F:26])[F:25])([CH3:23])[CH3:22]. The yield is 0.720. (4) The reactants are [CH3:1][O:2][C:3]1[CH:4]=[CH:5][CH:6]=[C:7]2[C:12]=1[N:11]=[C:10]([C:13]1[CH:18]=[CH:17][CH:16]=[CH:15][C:14]=1[C:19]([F:22])([F:21])[F:20])[NH:9][C:8]2=O.Cl.C(N(CC)CC)C.O=P(Cl)(Cl)[Cl:34]. No catalyst specified. The product is [Cl:34][C:8]1[C:7]2[C:12](=[C:3]([O:2][CH3:1])[CH:4]=[CH:5][CH:6]=2)[N:11]=[C:10]([C:13]2[CH:18]=[CH:17][CH:16]=[CH:15][C:14]=2[C:19]([F:22])([F:21])[F:20])[N:9]=1. The yield is 0.890.